The task is: Predict the reactants needed to synthesize the given product.. This data is from Full USPTO retrosynthesis dataset with 1.9M reactions from patents (1976-2016). (1) Given the product [CH2:12]([N:14]([CH2:23][CH3:24])[C:15]1[CH:22]=[CH:21][C:18]([CH:19]([NH:11][C:1](=[O:10])[CH:2]=[CH:3][C:4]2[CH:9]=[CH:8][CH:7]=[CH:6][CH:5]=2)[NH:11][C:1](=[O:10])[CH:2]=[CH:3][C:4]2[CH:5]=[CH:6][CH:7]=[CH:8][CH:9]=2)=[CH:17][CH:16]=1)[CH3:13], predict the reactants needed to synthesize it. The reactants are: [C:1]([NH2:11])(=[O:10])[CH:2]=[CH:3][C:4]1[CH:9]=[CH:8][CH:7]=[CH:6][CH:5]=1.[CH2:12]([N:14]([CH2:23][CH3:24])[C:15]1[CH:22]=[CH:21][C:18]([CH:19]=O)=[CH:17][CH:16]=1)[CH3:13]. (2) Given the product [Cl:14][C:15]1[CH:20]=[CH:19][C:18]([NH:21][C:22]2[C:25](=[O:26])[C:24](=[O:29])[C:23]=2[NH:13][C@@H:7]([C:5]2[O:6][C:2]([CH3:1])=[CH:3][CH:4]=2)[C:8]2([CH3:12])[CH2:9][O:10][CH2:11]2)=[C:17]([OH:31])[C:16]=1[S:32]([N:35]1[CH2:36][CH2:37][N:38]([CH3:41])[CH2:39][CH2:40]1)(=[O:33])=[O:34], predict the reactants needed to synthesize it. The reactants are: [CH3:1][C:2]1[O:6][C:5]([C@H:7]([NH2:13])[C:8]2([CH3:12])[CH2:11][O:10][CH2:9]2)=[CH:4][CH:3]=1.[Cl:14][C:15]1[CH:20]=[CH:19][C:18]([NH:21][C:22]2[C:23](=O)[C:24](=[O:29])[C:25]=2[O:26]CC)=[C:17]([OH:31])[C:16]=1[S:32]([N:35]1[CH2:40][CH2:39][N:38]([CH3:41])[CH2:37][CH2:36]1)(=[O:34])=[O:33]. (3) Given the product [CH3:1][C:2]1([S:15]([CH3:18])(=[O:17])=[O:16])[CH2:3][CH2:4][NH:5][CH2:6][CH2:7]1, predict the reactants needed to synthesize it. The reactants are: [CH3:1][C:2]1([S:15]([CH3:18])(=[O:17])=[O:16])[CH2:7][CH2:6][N:5](C(OC(C)(C)C)=O)[CH2:4][CH2:3]1.C(O)(C(F)(F)F)=O. (4) Given the product [CH3:21][C:9]1[N:10]([CH2:15][C:16]([OH:18])=[O:17])[C:11]2[C:7]([CH:8]=1)=[C:6]([N+:3]([O-:5])=[O:4])[CH:14]=[CH:13][CH:12]=2, predict the reactants needed to synthesize it. The reactants are: [OH-].[Na+].[N+:3]([C:6]1[CH:14]=[CH:13][CH:12]=[C:11]2[C:7]=1[CH:8]=[C:9]([CH3:21])[N:10]2[CH2:15][C:16]([O:18]CC)=[O:17])([O-:5])=[O:4].Cl. (5) Given the product [Cl:1][C:2]1[C:3]([Cl:11])=[CH:4][C:5]([N+:8]([O-:10])=[O:9])=[CH:6][C:7]=1[C:12](=[O:14])[CH3:13], predict the reactants needed to synthesize it. The reactants are: [Cl:1][C:2]1[CH:7]=[CH:6][C:5]([N+:8]([O-:10])=[O:9])=[CH:4][C:3]=1[Cl:11].[C:12](OC(=O)C)(=[O:14])[CH3:13]. (6) Given the product [CH:13]1([NH:20][C:21]2[S:22][C@H:2]([CH2:6][CH:7]3[CH2:12][CH2:11][CH2:10][CH2:9][CH2:8]3)[C:3](=[O:5])[N:23]=2)[CH2:19][CH2:18][CH2:17][CH2:16][CH2:15][CH2:14]1, predict the reactants needed to synthesize it. The reactants are: N[C@@H:2]([CH2:6][CH:7]1[CH2:12][CH2:11][CH2:10][CH2:9][CH2:8]1)[C:3]([OH:5])=O.[CH:13]1([NH:20][C:21]([NH2:23])=[S:22])[CH2:19][CH2:18][CH2:17][CH2:16][CH2:15][CH2:14]1. (7) Given the product [Br:1][C:2]1[CH:9]=[CH:8][CH:7]=[C:6]([F:10])[C:3]=1[CH:4]=[O:5].[F:10][C:6]1[CH:7]=[CH:8][CH:9]=[C:2]([C:16]#[C:15][Si:12]([CH3:14])([CH3:13])[CH3:11])[C:3]=1[CH:4]=[O:5], predict the reactants needed to synthesize it. The reactants are: [Br:1][C:2]1[CH:9]=[CH:8][CH:7]=[C:6]([F:10])[C:3]=1[CH:4]=[O:5].[CH3:11][Si:12]([C:15]#[CH:16])([CH3:14])[CH3:13].C(N(CC)CC)C.O.